This data is from NCI-60 drug combinations with 297,098 pairs across 59 cell lines. The task is: Regression. Given two drug SMILES strings and cell line genomic features, predict the synergy score measuring deviation from expected non-interaction effect. (1) Drug 2: CC1=C(C=C(C=C1)C(=O)NC2=CC(=CC(=C2)C(F)(F)F)N3C=C(N=C3)C)NC4=NC=CC(=N4)C5=CN=CC=C5. Drug 1: CC1=C(C(CCC1)(C)C)C=CC(=CC=CC(=CC(=O)O)C)C. Synergy scores: CSS=0.231, Synergy_ZIP=-1.52, Synergy_Bliss=-2.33, Synergy_Loewe=-5.14, Synergy_HSA=-4.72. Cell line: OVCAR-4. (2) Synergy scores: CSS=26.9, Synergy_ZIP=7.39, Synergy_Bliss=11.7, Synergy_Loewe=0.946, Synergy_HSA=12.1. Cell line: A498. Drug 1: CS(=O)(=O)C1=CC(=C(C=C1)C(=O)NC2=CC(=C(C=C2)Cl)C3=CC=CC=N3)Cl. Drug 2: CC1=C2C(C(=O)C3(C(CC4C(C3C(C(C2(C)C)(CC1OC(=O)C(C(C5=CC=CC=C5)NC(=O)C6=CC=CC=C6)O)O)OC(=O)C7=CC=CC=C7)(CO4)OC(=O)C)O)C)OC(=O)C. (3) Drug 1: C1CCC(CC1)NC(=O)N(CCCl)N=O. Drug 2: C1CC(=O)NC(=O)C1N2C(=O)C3=CC=CC=C3C2=O. Cell line: MDA-MB-231. Synergy scores: CSS=18.4, Synergy_ZIP=-1.70, Synergy_Bliss=2.50, Synergy_Loewe=-1.15, Synergy_HSA=2.28. (4) Cell line: NCIH23. Drug 1: C1CC(=O)NC(=O)C1N2CC3=C(C2=O)C=CC=C3N. Drug 2: CC1=CC2C(CCC3(C2CCC3(C(=O)C)OC(=O)C)C)C4(C1=CC(=O)CC4)C. Synergy scores: CSS=-6.85, Synergy_ZIP=-0.346, Synergy_Bliss=-5.60, Synergy_Loewe=-7.30, Synergy_HSA=-8.13.